Dataset: Forward reaction prediction with 1.9M reactions from USPTO patents (1976-2016). Task: Predict the product of the given reaction. (1) Given the reactants [Cl:1][C:2]1[CH:7]=[C:6](Cl)[N:5]=[CH:4][N:3]=1.[CH3:9][O:10][C:11]1[CH:16]=[CH:15][CH:14]=[CH:13][C:12]=1B(O)O.C(#N)C.C(=O)([O-])[O-].[Na+].[Na+], predict the reaction product. The product is: [Cl:1][C:2]1[CH:7]=[C:6]([C:12]2[CH:13]=[CH:14][CH:15]=[CH:16][C:11]=2[O:10][CH3:9])[N:5]=[CH:4][N:3]=1. (2) Given the reactants [Br:1][C:2]1[CH:21]=[CH:20][CH:19]=[CH:18][C:3]=1[O:4][CH:5]1[CH2:10][CH2:9][N:8]([C:11]2[S:15][C:14]([C:16]#[N:17])=[N:13][N:12]=2)[CH2:7][CH2:6]1.Cl.[NH2:23][OH:24].C(=O)([O-])[O-].[K+].[K+], predict the reaction product. The product is: [Br:1][C:2]1[CH:21]=[CH:20][CH:19]=[CH:18][C:3]=1[O:4][CH:5]1[CH2:6][CH2:7][N:8]([C:11]2[S:15][C:14]([C:16](=[N:23][OH:24])[NH2:17])=[N:13][N:12]=2)[CH2:9][CH2:10]1. (3) Given the reactants Br[C:2]1[N:6]([CH3:7])[CH:5]=[N:4][CH:3]=1.CON(C)[C:11](=[O:20])[C:12]1[CH:17]=[CH:16][C:15]([CH3:18])=[N:14][C:13]=1[CH3:19].[NH4+].[Cl-], predict the reaction product. The product is: [CH3:19][C:13]1[C:12]([C:11]([C:2]2[N:6]([CH3:7])[CH:5]=[N:4][CH:3]=2)=[O:20])=[CH:17][CH:16]=[C:15]([CH3:18])[N:14]=1.